Task: Predict the reactants needed to synthesize the given product.. Dataset: Full USPTO retrosynthesis dataset with 1.9M reactions from patents (1976-2016) (1) Given the product [CH3:43][N:42]([CH3:44])[C:40]1[CH:39]=[C:38]([CH3:45])[N:37]=[C:36]([N:23]2[CH2:24][CH2:25][CH:20]([C:18]([NH:17][CH2:16][C:11]3[CH:12]=[CH:13][CH:14]=[CH:15][C:10]=3[C:9]([F:8])([F:26])[F:27])=[O:19])[CH2:21][CH2:22]2)[N:41]=1, predict the reactants needed to synthesize it. The reactants are: FC(F)(F)C(O)=O.[F:8][C:9]([F:27])([F:26])[C:10]1[CH:15]=[CH:14][CH:13]=[CH:12][C:11]=1[CH2:16][NH:17][C:18]([CH:20]1[CH2:25][CH2:24][NH:23][CH2:22][CH2:21]1)=[O:19].C(N(CC)CC)C.Cl[C:36]1[N:41]=[C:40]([N:42]([CH3:44])[CH3:43])[CH:39]=[C:38]([CH3:45])[N:37]=1. (2) Given the product [Cl:41][C:38]1[CH:39]=[CH:40][C:35]([C:31]2[CH:32]=[C:33]([F:34])[C:28]([C:27]#[CH:26])=[N:29][CH:30]=2)=[CH:36][CH:37]=1, predict the reactants needed to synthesize it. The reactants are: CCCC[N+](CCCC)(CCCC)CCCC.[F-].[Si]([C:26]#[C:27][C:28]1[C:33]([F:34])=[CH:32][C:31]([C:35]2[CH:40]=[CH:39][C:38]([Cl:41])=[CH:37][CH:36]=2)=[CH:30][N:29]=1)(C(C)(C)C)(C)C. (3) Given the product [CH2:45]([C:44]1[C:42]2[C:41](=[CH:40][CH:39]=[C:38]([OH:37])[CH:43]=2)[O:23][C:22](=[O:24])[C:21]=1[C:17]1[CH:18]=[CH:19][CH:20]=[C:15]([O:14][CH3:13])[CH:16]=1)[CH3:46], predict the reactants needed to synthesize it. The reactants are: C(N1C=CN=C1)(N1C=CN=C1)=O.[CH3:13][O:14][C:15]1[CH:16]=[C:17]([CH2:21][C:22]([OH:24])=[O:23])[CH:18]=[CH:19][CH:20]=1.CN(C)C=O.[Si]([O:37][C:38]1[CH:39]=[CH:40][C:41](O)=[C:42]([C:44](=O)[CH2:45][CH3:46])[CH:43]=1)(C(C)(C)C)(C)C.C(=O)([O-])[O-].[K+].[K+]. (4) Given the product [Cl:24][C:21]1[CH:20]=[CH:19][C:18]([C:12]2[C:11]3[CH2:10][CH2:9][NH:8][CH2:17][CH2:16][C:15]=3[N:14]([CH2:29][C:28]3[CH:31]=[CH:32][C:33]([CH3:34])=[C:26]([CH3:25])[CH:27]=3)[N:13]=2)=[CH:23][CH:22]=1, predict the reactants needed to synthesize it. The reactants are: C(OC([N:8]1[CH2:17][CH2:16][C:15]2[NH:14][N:13]=[C:12]([C:18]3[CH:23]=[CH:22][C:21]([Cl:24])=[CH:20][CH:19]=3)[C:11]=2[CH2:10][CH2:9]1)=O)(C)(C)C.[CH3:25][C:26]1[CH:27]=[C:28]([CH:31]=[CH:32][C:33]=1[CH3:34])[CH2:29]Cl. (5) Given the product [CH2:2]([C@@:4]([C:5]([O:7][CH3:8])=[O:6])([CH2:13][CH2:14][C:15](=[O:17])[CH3:16])[C:9]([OH:11])=[O:10])[CH3:3], predict the reactants needed to synthesize it. The reactants are: O.[CH2:2]([C:4]([CH2:13][CH2:14][C:15](=[O:17])[CH3:16])([C:9]([O:11]C)=[O:10])[C:5]([O:7][CH3:8])=[O:6])[CH3:3].[OH-].[Na+].Cl. (6) Given the product [CH3:1][C@H:2]1[NH:3][CH2:4][CH2:5][N:6]([CH:9]([C:20]2[CH:25]=[CH:24][CH:23]=[CH:22][CH:21]=2)[C:10]2[CH:15]=[CH:14][CH:13]=[C:12]([C:16]([F:19])([F:18])[F:17])[CH:11]=2)[CH2:7]1, predict the reactants needed to synthesize it. The reactants are: [CH3:1][C@@H:2]1[CH2:7][NH:6][CH2:5][CH2:4][NH:3]1.Cl[CH:9]([C:20]1[CH:25]=[CH:24][CH:23]=[CH:22][CH:21]=1)[C:10]1[CH:15]=[CH:14][CH:13]=[C:12]([C:16]([F:19])([F:18])[F:17])[CH:11]=1. (7) Given the product [CH3:1][O:2][C:3]1[CH:4]=[C:5]([CH:9]=[CH:10][C:11]=1[C:12]#[C:13][C:14]1[CH:19]=[CH:18][C:17]([CH3:20])=[CH:16][CH:15]=1)[C:6]([NH:34][S:31]([C:21]1[CH:26]=[CH:25][CH:24]=[CH:23][C:22]=1[S:27](=[O:29])(=[O:28])[NH2:30])(=[O:33])=[O:32])=[O:8], predict the reactants needed to synthesize it. The reactants are: [CH3:1][O:2][C:3]1[CH:4]=[C:5]([CH:9]=[CH:10][C:11]=1[C:12]#[C:13][C:14]1[CH:19]=[CH:18][C:17]([CH3:20])=[CH:16][CH:15]=1)[C:6]([OH:8])=O.[C:21]1([S:31]([NH2:34])(=[O:33])=[O:32])[C:22]([S:27]([NH2:30])(=[O:29])=[O:28])=[CH:23][CH:24]=[CH:25][CH:26]=1. (8) Given the product [Cl:1][C:2]1[CH:7]=[C:6]([Cl:8])[CH:5]=[CH:4][C:3]=1[C:9]1([OH:38])[C:17]2[C:12](=[CH:13][C:14]([C:22]3[O:23][CH:24]=[CH:25][N:26]=3)=[CH:15][C:16]=2[C:18]([F:19])([F:20])[F:21])[N:11]([CH2:27][C@H:28]2[CH2:29][C@H:30]([N:32]([CH2:33][CH3:34])[CH2:35][CH3:36])[CH2:31]2)[C:10]1=[O:37], predict the reactants needed to synthesize it. The reactants are: [Cl:1][C:2]1[CH:7]=[C:6]([Cl:8])[CH:5]=[CH:4][C:3]=1[C:9]1([O:38][Si](CC)(CC)CC)[C:17]2[C:12](=[CH:13][C:14]([C:22]3[O:23][CH:24]=[CH:25][N:26]=3)=[CH:15][C:16]=2[C:18]([F:21])([F:20])[F:19])[N:11]([CH2:27][C@H:28]2[CH2:31][C@H:30]([N:32]([CH2:35][CH3:36])[CH2:33][CH3:34])[CH2:29]2)[C:10]1=[O:37].[F-].C([N+](CCCC)(CCCC)CCCC)CCC.